This data is from Reaction yield outcomes from USPTO patents with 853,638 reactions. The task is: Predict the reaction yield, written as a fraction of the theoretical maximum amount of product (1.0 means a 100% yield; for example, 0.34 means a 34% yield). (1) The reactants are [CH2:1]([O:8][C:9](=[O:30])[CH:10]([C:21]1[CH:26]=[CH:25][N:24]=[CH:23][C:22]=1[N+:27]([O-:29])=[O:28])C(OCC1C=CC=CC=1)=O)[C:2]1[CH:7]=[CH:6][CH:5]=[CH:4][CH:3]=1.[Cl-].[Li+].CS(C)=O. The catalyst is O. The product is [CH2:1]([O:8][C:9](=[O:30])[CH2:10][C:21]1[CH:26]=[CH:25][N:24]=[CH:23][C:22]=1[N+:27]([O-:29])=[O:28])[C:2]1[CH:3]=[CH:4][CH:5]=[CH:6][CH:7]=1. The yield is 0.990. (2) The reactants are [CH3:1][N:2]1[CH2:7][CH2:6][N:5]([C:8]2[CH:9]=[N:10][C:11]3[C:16]([N:17]=2)=[CH:15][C:14]([C:18]2[CH:19]=[CH:20][C:21]([NH2:24])=[N:22][CH:23]=2)=[CH:13][CH:12]=3)[CH2:4][CH2:3]1.S(Cl)(Cl)(=O)=O.[C:30](OC(=O)C)(=[O:32])[CH3:31]. The catalyst is N1C=CC=CC=1.O.C(=O)(O)[O-].[Na+]. The product is [CH3:1][N:2]1[CH2:3][CH2:4][N:5]([C:8]2[CH:9]=[N:10][C:11]3[C:16]([N:17]=2)=[CH:15][C:14]([C:18]2[CH:19]=[CH:20][C:21]([NH:24][C:30](=[O:32])[CH3:31])=[N:22][CH:23]=2)=[CH:13][CH:12]=3)[CH2:6][CH2:7]1. The yield is 0.580. (3) The reactants are [Cl:1][C:2]1[CH:3]=[CH:4][N:5]=[C:6]2[C:11]=1[N:10]=[CH:9][C:8]([NH2:12])=[CH:7]2.C(N(CC)CC)C.[CH3:20][O:21][CH2:22][C:23](Cl)=[O:24]. The catalyst is ClCCl. The product is [Cl:1][C:2]1[CH:3]=[CH:4][N:5]=[C:6]2[C:11]=1[N:10]=[CH:9][C:8]([NH:12][C:23](=[O:24])[CH2:22][O:21][CH3:20])=[CH:7]2. The yield is 0.750. (4) The reactants are Br[C:2]1[N:6](S(C2C=CC=CC=2)(=O)=O)[CH:5]=[C:4]([CH:16]=[O:17])[C:3]=1[CH3:18].[C:19]1(B(O)O)[CH:24]=[CH:23][CH:22]=[CH:21][CH:20]=1.C(=O)([O-])[O-].[Na+].[Na+].[OH-].[Na+]. The catalyst is COCCOC.O. The product is [CH3:18][C:3]1[C:4]([CH:16]=[O:17])=[CH:5][NH:6][C:2]=1[C:19]1[CH:24]=[CH:23][CH:22]=[CH:21][CH:20]=1. The yield is 0.690. (5) The reactants are Cl[C:2]1[C:11]2[C:6](=[CH:7][C:8]([O:15][CH3:16])=[C:9]([C:12]([NH2:14])=[O:13])[CH:10]=2)[N:5]=[CH:4][CH:3]=1.[S-2:17].[Na+].[Na+].Br[C:21]1[S:22][C:23]([N+:26]([O-:28])=[O:27])=[CH:24][CH:25]=1. The catalyst is CN(C)C=O. The product is [CH3:16][O:15][C:8]1[CH:7]=[C:6]2[C:11]([C:2]([S:17][C:21]3[S:22][C:23]([N+:26]([O-:28])=[O:27])=[CH:24][CH:25]=3)=[CH:3][CH:4]=[N:5]2)=[CH:10][C:9]=1[C:12]([NH2:14])=[O:13]. The yield is 0.390. (6) The reactants are [F:1][C:2]([F:14])([F:13])[C:3]1[CH:12]=[CH:11][C:6]([O:7][CH2:8][CH2:9][NH2:10])=[CH:5][CH:4]=1.[CH:15](OCC)=[O:16]. No catalyst specified. The product is [F:1][C:2]([F:13])([F:14])[C:3]1[CH:12]=[CH:11][C:6]([O:7][CH2:8][CH2:9][NH:10][CH:15]=[O:16])=[CH:5][CH:4]=1. The yield is 0.970.